From a dataset of Reaction yield outcomes from USPTO patents with 853,638 reactions. Predict the reaction yield, written as a fraction of the theoretical maximum amount of product (1.0 means a 100% yield; for example, 0.34 means a 34% yield). The reactants are [NH:1]1[C:9]2[C:4](=[CH:5][CH:6]=[CH:7][CH:8]=2)[C:3](/[CH:10]=[CH:11]/[C:12]2[CH:17]=[CH:16][CH:15]=[CH:14][C:13]=2[N:18]2[CH:22]=[CH:21][C:20]([CH:23]=O)=[CH:19]2)=[N:2]1.[CH3:25][N:26]([CH3:30])[CH2:27][CH2:28][NH2:29].C(O)(=O)C.C(O[BH-](OC(=O)C)OC(=O)C)(=O)C.[Na+]. The catalyst is ClC(Cl)C.O. The product is [NH:1]1[C:9]2[C:4](=[CH:5][CH:6]=[CH:7][CH:8]=2)[C:3](/[CH:10]=[CH:11]/[C:12]2[CH:17]=[CH:16][CH:15]=[CH:14][C:13]=2[N:18]2[CH:22]=[CH:21][C:20]([CH2:23][NH:29][CH2:28][CH2:27][N:26]([CH3:30])[CH3:25])=[CH:19]2)=[N:2]1. The yield is 0.140.